Dataset: Catalyst prediction with 721,799 reactions and 888 catalyst types from USPTO. Task: Predict which catalyst facilitates the given reaction. (1) Reactant: C1C2C(=CC=CC=2)[C@@H](N)[C@H]1O.B.CCN(C1C=CC=CC=1)CC.[Cl:24][C:25]1[C:34]2[C:35](=[O:43])[O:36][C:37]3([CH2:42][CH2:41][O:40][CH2:39][CH2:38]3)[C:33]=2[C:32]2[C:31](=[O:44])[CH2:30][C:29]([CH3:46])([CH3:45])[CH2:28][C:27]=2[N:26]=1.CO. Product: [Cl:24][C:25]1[C:34]2[C:35](=[O:43])[O:36][C:37]3([CH2:42][CH2:41][O:40][CH2:39][CH2:38]3)[C:33]=2[C:32]2[C@@H:31]([OH:44])[CH2:30][C:29]([CH3:46])([CH3:45])[CH2:28][C:27]=2[N:26]=1. The catalyst class is: 7. (2) Reactant: [F:1][C:2]1[CH:3]=[C:4]2[C:9](=[CH:10][CH:11]=1)[N:8]=[C:7]([C@H:12]([N:14]1C(=O)C3C(=CC=CC=3)C1=O)[CH3:13])[C:6]([C:25]1[CH:26]=[N:27][CH:28]=[CH:29][CH:30]=1)=[C:5]2[O:31][CH3:32].NN. Product: [F:1][C:2]1[CH:3]=[C:4]2[C:9](=[CH:10][CH:11]=1)[N:8]=[C:7]([C@H:12]([NH2:14])[CH3:13])[C:6]([C:25]1[CH:26]=[N:27][CH:28]=[CH:29][CH:30]=1)=[C:5]2[O:31][CH3:32]. The catalyst class is: 14. (3) Reactant: I[C:2]1[CH:3]=[C:4]([O:11][CH3:12])[CH:5]=[CH:6][C:7]=1[N+:8]([O-:10])=[O:9].C1([Mg]Cl)C=CC=CC=1.[CH3:21][C:22]([CH3:26])([CH3:25])[CH:23]=[O:24]. Product: [CH3:12][O:11][C:4]1[CH:5]=[CH:6][C:7]([N+:8]([O-:10])=[O:9])=[C:2]([CH:23]([OH:24])[C:22]([CH3:26])([CH3:25])[CH3:21])[CH:3]=1. The catalyst class is: 1. (4) Product: [OH2:8].[OH2:26].[F:12][C:13]1[CH:14]=[CH:15][C:16]([CH2:17][CH:18]2[CH2:19][CH2:20][N:21]([C:24](=[O:28])[C:25]([NH:1][C:2]3[CH:11]=[CH:10][C:5]4[NH:6][C:7](=[O:9])[O:8][C:4]=4[CH:3]=3)=[O:27])[CH2:22][CH2:23]2)=[CH:29][CH:30]=1. Reactant: [NH2:1][C:2]1[CH:11]=[CH:10][C:5]2[NH:6][C:7](=[O:9])[O:8][C:4]=2[CH:3]=1.[F:12][C:13]1[CH:30]=[CH:29][C:16]([CH2:17][CH:18]2[CH2:23][CH2:22][N:21]([C:24](=[O:28])[C:25]([OH:27])=[O:26])[CH2:20][CH2:19]2)=[CH:15][CH:14]=1.F[P-](F)(F)(F)(F)F.N1(OC(N(C)C)=[N+](C)C)C2C=CC=CC=2N=N1.C(N(CC)CC)C.C([O-])(O)=O.[Na+]. The catalyst class is: 9. (5) Reactant: [CH:1]1([C:4]([NH:6][NH2:7])=[O:5])[CH2:3][CH2:2]1.[I:8][C:9]1[CH:10]=[C:11]([CH:17]=[CH:18][C:19]=1[CH3:20])[C:12](=[NH:16])OCC. Product: [NH:16]=[C:12]([C:11]1[CH:17]=[CH:18][C:19]([CH3:20])=[C:9]([I:8])[CH:10]=1)[NH:7][NH:6][C:4]([CH:1]1[CH2:3][CH2:2]1)=[O:5]. The catalyst class is: 5. (6) Reactant: [CH2:1]([C:8]1[CH:9]=[C:10]([CH:15]=[CH:16][CH:17]=1)[C:11]([O:13]C)=[O:12])[C:2]1[CH:7]=[CH:6][CH:5]=[CH:4][CH:3]=1.[OH-].[Na+]. Product: [CH2:1]([C:8]1[CH:9]=[C:10]([CH:15]=[CH:16][CH:17]=1)[C:11]([OH:13])=[O:12])[C:2]1[CH:3]=[CH:4][CH:5]=[CH:6][CH:7]=1. The catalyst class is: 24.